From a dataset of NCI-60 drug combinations with 297,098 pairs across 59 cell lines. Regression. Given two drug SMILES strings and cell line genomic features, predict the synergy score measuring deviation from expected non-interaction effect. (1) Drug 1: C1=CC(=CC=C1CCC2=CNC3=C2C(=O)NC(=N3)N)C(=O)NC(CCC(=O)O)C(=O)O. Drug 2: C1C(C(OC1N2C=C(C(=O)NC2=O)F)CO)O. Cell line: NCI/ADR-RES. Synergy scores: CSS=33.3, Synergy_ZIP=-5.68, Synergy_Bliss=-3.48, Synergy_Loewe=1.02, Synergy_HSA=2.41. (2) Drug 1: COC1=NC(=NC2=C1N=CN2C3C(C(C(O3)CO)O)O)N. Drug 2: CCCCC(=O)OCC(=O)C1(CC(C2=C(C1)C(=C3C(=C2O)C(=O)C4=C(C3=O)C=CC=C4OC)O)OC5CC(C(C(O5)C)O)NC(=O)C(F)(F)F)O. Cell line: SK-MEL-28. Synergy scores: CSS=54.4, Synergy_ZIP=-0.0407, Synergy_Bliss=0.611, Synergy_Loewe=-20.1, Synergy_HSA=1.47.